From a dataset of Forward reaction prediction with 1.9M reactions from USPTO patents (1976-2016). Predict the product of the given reaction. Given the reactants [CH:1]1([C:4]2[N:8]([C:9]3[N:14]=[CH:13][C:12]([NH:15][C:16](=[O:28])[CH2:17][C:18]4[CH:19]=[C:20]5[C:25](=[CH:26][CH:27]=4)[N:24]=[CH:23][CH:22]=[CH:21]5)=[CH:11][CH:10]=3)[N:7]=[C:6]([C:29]([F:32])([F:31])[F:30])[CH:5]=2)[CH2:3][CH2:2]1.[ClH:33], predict the reaction product. The product is: [ClH:33].[CH:1]1([C:4]2[N:8]([C:9]3[N:14]=[CH:13][C:12]([NH:15][C:16](=[O:28])[CH2:17][C:18]4[CH:19]=[C:20]5[C:25](=[CH:26][CH:27]=4)[N:24]=[CH:23][CH:22]=[CH:21]5)=[CH:11][CH:10]=3)[N:7]=[C:6]([C:29]([F:30])([F:32])[F:31])[CH:5]=2)[CH2:3][CH2:2]1.